This data is from Full USPTO retrosynthesis dataset with 1.9M reactions from patents (1976-2016). The task is: Predict the reactants needed to synthesize the given product. (1) Given the product [NH4+:3].[OH-:12].[CH3:32][OH:33].[CH3:31][CH2:32][O:33][C:20]([CH3:22])=[O:21], predict the reactants needed to synthesize it. The reactants are: CC[N:3](C(C)C)C(C)C.CC[O:12]P(ON1N=NC2C=CC=C[C:22]=2[C:20]1=[O:21])(OCC)=O.C1C[O:33][CH2:32][CH2:31]1. (2) Given the product [Cl:9][C:5]1[N:4]=[N:3][C:2]([NH2:10])=[C:7]([CH3:8])[CH:6]=1.[Cl:1][C:2]1[N:3]=[N:4][C:5]([NH2:10])=[CH:6][C:7]=1[CH3:8], predict the reactants needed to synthesize it. The reactants are: [Cl:1][C:2]1[N:3]=[N:4][C:5]([Cl:9])=[CH:6][C:7]=1[CH3:8].[NH4+:10].[OH-]. (3) The reactants are: CS(O[CH2:6][CH2:7][C:8]12[CH2:15][CH2:14][C:11]([C:16]3[CH:21]=[CH:20][CH:19]=[C:18]([O:22][C:23]4[CH:28]=[CH:27][CH:26]=[CH:25][CH:24]=4)[CH:17]=3)([CH2:12][CH2:13]1)[CH2:10][O:9]2)(=O)=O.[C-:29]#[N:30].[Na+]. Given the product [O:22]([C:18]1[CH:17]=[C:16]([C:11]23[CH2:12][CH2:13][C:8]([CH2:7][CH2:6][C:29]#[N:30])([CH2:15][CH2:14]2)[O:9][CH2:10]3)[CH:21]=[CH:20][CH:19]=1)[C:23]1[CH:24]=[CH:25][CH:26]=[CH:27][CH:28]=1, predict the reactants needed to synthesize it. (4) Given the product [C:4]([C:3]1[C:2]([F:1])=[C:9]([CH:10]([OH:11])[CH2:12][N:22]2[CH2:21][CH2:20][N:19]([C:23]([O:25][C:26]([CH3:27])([CH3:28])[CH3:29])=[O:24])[CH2:18][C@H:17]2[CH2:16][OH:15])[CH:8]=[CH:7][C:6]=1[O:13][CH3:14])#[N:5], predict the reactants needed to synthesize it. The reactants are: [F:1][C:2]1[C:9]([CH:10]2[CH2:12][O:11]2)=[CH:8][CH:7]=[C:6]([O:13][CH3:14])[C:3]=1[C:4]#[N:5].[OH:15][CH2:16][C@H:17]1[NH:22][CH2:21][CH2:20][N:19]([C:23]([O:25][C:26]([CH3:29])([CH3:28])[CH3:27])=[O:24])[CH2:18]1. (5) Given the product [Cl:1][C:2]1[CH:3]=[CH:4][C:5]([C:8]#[C:9][C:10]2[CH:30]=[CH:29][C:13]([CH2:14][N:15]([C:16]3[CH:28]=[CH:27][C:19]4[O:20][C:21]([CH3:26])([CH3:25])[O:22][C:23](=[O:24])[C:18]=4[CH:17]=3)[C:38](=[O:39])[CH2:37][CH2:36][CH:31]3[CH2:35][CH2:34][CH2:33][CH2:32]3)=[CH:12][CH:11]=2)=[CH:6][CH:7]=1, predict the reactants needed to synthesize it. The reactants are: [Cl:1][C:2]1[CH:7]=[CH:6][C:5]([C:8]#[C:9][C:10]2[CH:30]=[CH:29][C:13]([CH2:14][NH:15][C:16]3[CH:28]=[CH:27][C:19]4[O:20][C:21]([CH3:26])([CH3:25])[O:22][C:23](=[O:24])[C:18]=4[CH:17]=3)=[CH:12][CH:11]=2)=[CH:4][CH:3]=1.[CH:31]1([CH2:36][CH2:37][C:38](Cl)=[O:39])[CH2:35][CH2:34][CH2:33][CH2:32]1. (6) Given the product [Cl:42][C:39]1[CH:38]=[CH:37][C:36]([N:28]2[C:27]([CH:20]([CH:21]3[CH2:26][CH2:25][CH2:24][CH2:23][CH2:22]3)[C:19]([NH:18][C:15]3[CH:16]=[CH:17][C:12]([O:11][C:8]4([C:6]([OH:7])=[O:5])[CH2:10][CH2:9]4)=[CH:13][C:14]=3[F:44])=[O:43])=[C:35]3[C:30]([CH2:31][CH2:32][CH2:33][CH2:34]3)=[N:29]2)=[CH:41][CH:40]=1, predict the reactants needed to synthesize it. The reactants are: C([O:5][C:6]([C:8]1([O:11][C:12]2[CH:17]=[CH:16][C:15]([NH:18][C:19](=[O:43])[CH:20]([C:27]3[N:28]([C:36]4[CH:41]=[CH:40][C:39]([Cl:42])=[CH:38][CH:37]=4)[N:29]=[C:30]4[C:35]=3[CH2:34][CH2:33][CH2:32][CH2:31]4)[CH:21]3[CH2:26][CH2:25][CH2:24][CH2:23][CH2:22]3)=[C:14]([F:44])[CH:13]=2)[CH2:10][CH2:9]1)=[O:7])(C)(C)C. (7) Given the product [O:27]1[CH2:26][CH2:25][CH:24]([CH2:23][NH:22][C:20]([C:15]2[C:14]([NH:13][C:10]([C:7]3[CH:8]=[CH:9][C:4]4[N:3]=[CH:2][S:1][C:5]=4[CH:6]=3)=[O:11])=[CH:19][CH:18]=[CH:17][N:16]=2)=[O:21])[CH2:29][CH2:28]1, predict the reactants needed to synthesize it. The reactants are: [S:1]1[C:5]2[CH:6]=[C:7]([C:10](Cl)=[O:11])[CH:8]=[CH:9][C:4]=2[N:3]=[CH:2]1.[NH2:13][C:14]1[C:15]([C:20]([NH:22][CH2:23][CH:24]2[CH2:29][CH2:28][O:27][CH2:26][CH2:25]2)=[O:21])=[N:16][CH:17]=[CH:18][CH:19]=1. (8) Given the product [CH3:1][C:2]1[C:21]([CH3:22])=[CH:20][C:5]2[NH:6][C:7]([C:9]3[C:17]4[C:12](=[CH:13][CH:14]=[C:15]([OH:18])[CH:16]=4)[NH:11][N:10]=3)=[N:8][C:4]=2[CH:3]=1, predict the reactants needed to synthesize it. The reactants are: [CH3:1][C:2]1[C:21]([CH3:22])=[CH:20][C:5]2[NH:6][C:7]([C:9]3[C:17]4[C:12](=[CH:13][CH:14]=[C:15]([O:18]C)[CH:16]=4)[NH:11][N:10]=3)=[N:8][C:4]=2[CH:3]=1.B(Br)(Br)Br.O.C(=O)(O)[O-].[Na+]. (9) The reactants are: [N:1]1[C:10]2[C:5](=[CH:6][CH:7]=[CH:8][CH:9]=2)[CH:4]=[C:3]([CH:11]=O)[CH:2]=1.CN.CO.CC(O)=O.[BH3-][C:22]#[N:23].[Na+]. Given the product [CH3:22][NH:23][CH2:11][C:3]1[CH:2]=[N:1][C:10]2[C:5]([CH:4]=1)=[CH:6][CH:7]=[CH:8][CH:9]=2, predict the reactants needed to synthesize it. (10) Given the product [F:25][C:17]([F:26])([C:18]([F:23])([F:24])[C:19]([F:20])([F:21])[F:22])[CH2:16][CH2:15][C:4]([CH2:3][C:2]([F:13])([F:1])[C:9]([F:10])([F:11])[F:12])([C:7]#[N:8])[C:5]#[N:6], predict the reactants needed to synthesize it. The reactants are: [F:1][C:2]([F:13])([C:9]([F:12])([F:11])[F:10])[CH2:3][CH:4]([C:7]#[N:8])[C:5]#[N:6].I[CH2:15][CH2:16][C:17]([F:26])([F:25])[C:18]([F:24])([F:23])[C:19]([F:22])([F:21])[F:20].C(=O)([O-])[O-].[K+].[K+].Cl.